From a dataset of Cav3 T-type calcium channel HTS with 100,875 compounds. Binary Classification. Given a drug SMILES string, predict its activity (active/inactive) in a high-throughput screening assay against a specified biological target. (1) The drug is Clc1c(NC(=O)/C(=C2\NC(Cc3c2cccc3)(C)C)C(OCC)=O)cccc1. The result is 0 (inactive). (2) The molecule is S(c1n2c3c(c(=O)n(N)c2nn1)cccc3)Cc1ccccc1. The result is 0 (inactive). (3) The compound is S(=O)(=O)(N1CCOCC1)c1cc(c2n(C3CCCCCC3)c(SCC(=O)NCc3ccccc3)nn2)ccc1. The result is 0 (inactive). (4) The result is 0 (inactive). The compound is O=c1n(nc(c2c1cccc2)CC(=O)Nc1c(OC)cccc1)C.